Dataset: NCI-60 drug combinations with 297,098 pairs across 59 cell lines. Task: Regression. Given two drug SMILES strings and cell line genomic features, predict the synergy score measuring deviation from expected non-interaction effect. (1) Drug 1: CCC(=C(C1=CC=CC=C1)C2=CC=C(C=C2)OCCN(C)C)C3=CC=CC=C3.C(C(=O)O)C(CC(=O)O)(C(=O)O)O. Drug 2: CC1=C(C=C(C=C1)C(=O)NC2=CC(=CC(=C2)C(F)(F)F)N3C=C(N=C3)C)NC4=NC=CC(=N4)C5=CN=CC=C5. Cell line: SF-268. Synergy scores: CSS=-1.10, Synergy_ZIP=1.45, Synergy_Bliss=1.82, Synergy_Loewe=-2.05, Synergy_HSA=-2.04. (2) Drug 1: CC1=CC2C(CCC3(C2CCC3(C(=O)C)OC(=O)C)C)C4(C1=CC(=O)CC4)C. Drug 2: CCN(CC)CCNC(=O)C1=C(NC(=C1C)C=C2C3=C(C=CC(=C3)F)NC2=O)C. Cell line: LOX IMVI. Synergy scores: CSS=1.70, Synergy_ZIP=-1.07, Synergy_Bliss=-1.28, Synergy_Loewe=-12.4, Synergy_HSA=-0.240. (3) Drug 1: C1=NC2=C(N1)C(=S)N=CN2. Drug 2: C1CN(P(=O)(OC1)NCCCl)CCCl. Cell line: DU-145. Synergy scores: CSS=20.3, Synergy_ZIP=-0.773, Synergy_Bliss=-1.00, Synergy_Loewe=-30.0, Synergy_HSA=-3.67. (4) Drug 1: C1=C(C(=O)NC(=O)N1)N(CCCl)CCCl. Drug 2: C1=NC(=NC(=O)N1C2C(C(C(O2)CO)O)O)N. Cell line: COLO 205. Synergy scores: CSS=41.8, Synergy_ZIP=-4.93, Synergy_Bliss=-6.49, Synergy_Loewe=-7.12, Synergy_HSA=-6.80. (5) Drug 1: C1=CC(=C2C(=C1NCCNCCO)C(=O)C3=C(C=CC(=C3C2=O)O)O)NCCNCCO. Drug 2: CC(C)NC(=O)C1=CC=C(C=C1)CNNC.Cl. Cell line: SF-539. Synergy scores: CSS=48.2, Synergy_ZIP=9.98, Synergy_Bliss=8.90, Synergy_Loewe=-23.5, Synergy_HSA=8.94.